Dataset: Reaction yield outcomes from USPTO patents with 853,638 reactions. Task: Predict the reaction yield, written as a fraction of the theoretical maximum amount of product (1.0 means a 100% yield; for example, 0.34 means a 34% yield). (1) The reactants are [NH2:1][C:2]1([C:8]([O:10][CH2:11][C:12]2[CH:17]=[CH:16][CH:15]=[CH:14][CH:13]=2)=[O:9])[CH2:7][CH2:6][CH2:5][CH2:4][CH2:3]1.CC1C=CC(S(O)(=O)=O)=CC=1.C(N(CC)CC)C.[N:36]1([C:42](Cl)=[O:43])[CH2:41][CH2:40][O:39][CH2:38][CH2:37]1. The catalyst is C(=O)([O-])[O-].[Na+].[Na+].C(Cl)(Cl)Cl. The product is [N:36]1([C:42]([NH:1][C:2]2([C:8]([O:10][CH2:11][C:12]3[CH:13]=[CH:14][CH:15]=[CH:16][CH:17]=3)=[O:9])[CH2:7][CH2:6][CH2:5][CH2:4][CH2:3]2)=[O:43])[CH2:41][CH2:40][O:39][CH2:38][CH2:37]1. The yield is 0.870. (2) The reactants are [CH3:1][C:2]1[CH:3]=[C:4]([CH:6]=[C:7](B2OC(C)(C)C(C)(C)O2)[CH:8]=1)[NH2:5].Br[C:19]1[S:23][C:22]([C:24]2([OH:36])[CH2:29][CH2:28][CH:27]([C:30]([O:32][CH2:33][CH3:34])=[O:31])[CH:26]([CH3:35])[CH2:25]2)=[N:21][CH:20]=1.CC(C1C=C(C(C)C)C(C2C=CC=CC=2P(C2CCCCC2)C2CCCCC2)=C(C(C)C)C=1)C.C([O-])([O-])=O.[Cs+].[Cs+]. The catalyst is C1C=CC(/C=C/C(/C=C/C2C=CC=CC=2)=O)=CC=1.C1C=CC(/C=C/C(/C=C/C2C=CC=CC=2)=O)=CC=1.C1C=CC(/C=C/C(/C=C/C2C=CC=CC=2)=O)=CC=1.[Pd].[Pd]. The product is [NH2:5][C:4]1[CH:6]=[C:7]([C:19]2[S:23][C:22]([C:24]3([OH:36])[CH2:29][CH2:28][CH:27]([C:30]([O:32][CH2:33][CH3:34])=[O:31])[CH:26]([CH3:35])[CH2:25]3)=[N:21][CH:20]=2)[CH:8]=[C:2]([CH3:1])[CH:3]=1. The yield is 0.800. (3) The product is [C:1]([C:4]1[CH:5]=[C:6]([CH:17]=[CH:18][CH:19]=1)[O:7][C:8]1[CH:13]=[CH:12][C:11]([NH2:14])=[CH:10][CH:9]=1)([OH:3])=[O:2]. The reactants are [C:1]([C:4]1[CH:5]=[C:6]([CH:17]=[CH:18][CH:19]=1)[O:7][C:8]1[CH:13]=[CH:12][C:11]([N+:14]([O-])=O)=[CH:10][CH:9]=1)([OH:3])=[O:2]. The yield is 0.480. The catalyst is CO.[Pd]. (4) The reactants are [NH2:1][C:2]1[CH:7]=[CH:6][C:5]([CH:8]([CH2:17][CH:18]2[CH2:22][CH2:21][CH2:20][CH2:19]2)[C:9]([NH:11][C:12]2[S:13][CH:14]=[CH:15][N:16]=2)=[O:10])=[CH:4][CH:3]=1.[F:23][C:24]([F:30])([F:29])[S:25](Cl)(=[O:27])=[O:26]. The catalyst is N1C=CC=CC=1. The product is [CH:18]1([CH2:17][CH:8]([C:5]2[CH:4]=[CH:3][C:2]([NH:1][S:25]([C:24]([F:30])([F:29])[F:23])(=[O:27])=[O:26])=[CH:7][CH:6]=2)[C:9]([NH:11][C:12]2[S:13][CH:14]=[CH:15][N:16]=2)=[O:10])[CH2:22][CH2:21][CH2:20][CH2:19]1. The yield is 0.419. (5) The reactants are Cl[C:2]1[CH:9]=[CH:8][C:5]([C:6]#[N:7])=[C:4]([N+:10]([O-:12])=[O:11])[CH:3]=1.[O:13]1[CH2:18][CH2:17][CH2:16][CH2:15][CH:14]1[N:19]1[C:23](B2OC(C)(C)C(C)(C)O2)=[CH:22][CH:21]=[N:20]1.C(=O)([O-])[O-].[Na+].[Na+].O. The catalyst is CN(C=O)C.C1C=CC(P(C2C=CC=CC=2)C2C=CC=CC=2)=CC=1.C1C=CC(P(C2C=CC=CC=2)C2C=CC=CC=2)=CC=1.Cl[Pd]Cl. The product is [N+:10]([C:4]1[CH:3]=[C:2]([C:23]2[N:19]([CH:14]3[CH2:15][CH2:16][CH2:17][CH2:18][O:13]3)[N:20]=[CH:21][CH:22]=2)[CH:9]=[CH:8][C:5]=1[C:6]#[N:7])([O-:12])=[O:11]. The yield is 0.720. (6) The catalyst is C(O)C.[Pd]. The yield is 0.890. The product is [ClH:13].[NH2:2][CH2:1][C:3]1[CH:4]=[CH:5][C:6]([C:9]([O:11][CH3:12])=[O:10])=[N:7][CH:8]=1. The reactants are [C:1]([C:3]1[CH:4]=[CH:5][C:6]([C:9]([O:11][CH3:12])=[O:10])=[N:7][CH:8]=1)#[N:2].[ClH:13]. (7) The reactants are [NH2:1][CH2:2][C:3]1[CH:4]=[N:5][C:6]([C:9]2N=C(NCC3CC3)S[CH:13]=2)=[CH:7][CH:8]=1.C1(CNC2SC=C([C:29]3[CH:36]=CC(C#N)=CN=3)N=2)CC1.N.[H][H].C[OH:41]. The catalyst is [Ni]. The product is [CH2:36]([O:41][C:9]([C:6]1[CH:7]=[CH:8][C:3]([C:2]#[N:1])=[CH:4][N:5]=1)=[CH2:13])[CH3:29]. The yield is 0.510. (8) The reactants are [C:1]([O:5][C:6](=[O:23])[NH:7][CH2:8][CH2:9][CH2:10][CH2:11][NH:12][CH:13]1[C:18]2=[N:19][CH:20]=[CH:21][CH:22]=[C:17]2[O:16][CH2:15][CH2:14]1)([CH3:4])([CH3:3])[CH3:2].C(N(CC)C(C)C)(C)C.[C:33]([O:37][C:38]([N:40]1[C:44]2[CH:45]=[CH:46][CH:47]=[CH:48][C:43]=2[N:42]=[C:41]1[CH2:49]Cl)=[O:39])([CH3:36])([CH3:35])[CH3:34].[I-].[K+]. The catalyst is CC#N. The product is [C:33]([O:37][C:38]([N:40]1[C:44]2[CH:45]=[CH:46][CH:47]=[CH:48][C:43]=2[N:42]=[C:41]1[CH2:49][N:12]([CH2:11][CH2:10][CH2:9][CH2:8][NH:7][C:6]([O:5][C:1]([CH3:4])([CH3:2])[CH3:3])=[O:23])[CH:13]1[C:18]2=[N:19][CH:20]=[CH:21][CH:22]=[C:17]2[O:16][CH2:15][CH2:14]1)=[O:39])([CH3:36])([CH3:35])[CH3:34]. The yield is 0.670. (9) The reactants are [CH3:1][C:2]1[O:6][N:5]=[C:4]([C:7]2[CH:12]=[CH:11][CH:10]=[CH:9][CH:8]=2)[C:3]=1[CH2:13][O:14][C:15]1[CH:23]=[CH:22][C:18]([C:19]([OH:21])=O)=[CH:17][N:16]=1.[CH:24]1([NH2:28])[CH2:27][CH2:26][CH2:25]1. No catalyst specified. The product is [CH:24]1([NH:28][C:19](=[O:21])[C:18]2[CH:22]=[CH:23][C:15]([O:14][CH2:13][C:3]3[C:4]([C:7]4[CH:8]=[CH:9][CH:10]=[CH:11][CH:12]=4)=[N:5][O:6][C:2]=3[CH3:1])=[N:16][CH:17]=2)[CH2:27][CH2:26][CH2:25]1. The yield is 0.560.